Dataset: Forward reaction prediction with 1.9M reactions from USPTO patents (1976-2016). Task: Predict the product of the given reaction. (1) Given the reactants Br[C:2]1[CH:7]=[CH:6][C:5]([C:8]2[C:12]([C:13]3[CH:18]=[CH:17][N:16]=[CH:15][CH:14]=3)=[CH:11][N:10]([CH3:19])[N:9]=2)=[CH:4][CH:3]=1.N#N.[C:22]([Si:24]([CH3:27])([CH3:26])[CH3:25])#[CH:23], predict the reaction product. The product is: [CH3:19][N:10]1[CH:11]=[C:12]([C:13]2[CH:18]=[CH:17][N:16]=[CH:15][CH:14]=2)[C:8]([C:5]2[CH:6]=[CH:7][C:2]([C:23]#[C:22][Si:24]([CH3:27])([CH3:26])[CH3:25])=[CH:3][CH:4]=2)=[N:9]1. (2) Given the reactants [C:1]([O:5][C:6](=[O:54])[N:7]([C@H:9]([C:11](=[O:53])[NH:12][C@@H:13]1[C:19](=[O:20])[N:18]([CH2:21][C:22]2[C:31]3[C:26](=[CH:27][C:28]([Br:32])=[CH:29][CH:30]=3)[CH:25]=[CH:24][C:23]=2[O:33][CH3:34])[C:17]2[CH:35]=[CH:36][CH:37]=[CH:38][C:16]=2[N:15]([C:39](=[O:52])[C:40]2[CH:45]=[CH:44][C:43]([C:46](=[O:51])[C:47]([F:50])([F:49])[F:48])=[CH:42][CH:41]=2)[CH2:14]1)[CH3:10])[CH3:8])([CH3:4])([CH3:3])[CH3:2].[BH4-].[Na+].O, predict the reaction product. The product is: [C:1]([O:5][C:6](=[O:54])[N:7]([C@H:9]([C:11](=[O:53])[NH:12][C@@H:13]1[C:19](=[O:20])[N:18]([CH2:21][C:22]2[C:31]3[C:26](=[CH:27][C:28]([Br:32])=[CH:29][CH:30]=3)[CH:25]=[CH:24][C:23]=2[O:33][CH3:34])[C:17]2[CH:35]=[CH:36][CH:37]=[CH:38][C:16]=2[N:15]([C:39](=[O:52])[C:40]2[CH:45]=[CH:44][C:43]([CH:46]([OH:51])[C:47]([F:49])([F:48])[F:50])=[CH:42][CH:41]=2)[CH2:14]1)[CH3:10])[CH3:8])([CH3:2])([CH3:3])[CH3:4]. (3) Given the reactants [CH2:1]([O:3][C:4]([C:6]1[NH:7][C:8]2[C:13]([C:14]=1[CH2:15][CH2:16][CH2:17][NH:18][C:19]([O:21][C:22]([CH3:25])([CH3:24])[CH3:23])=[O:20])=[CH:12][C:11]([NH2:26])=[CH:10][CH:9]=2)=[O:5])[CH3:2].C[Si]([N:31]=[C:32]=[O:33])(C)C, predict the reaction product. The product is: [CH2:1]([O:3][C:4]([C:6]1[NH:7][C:8]2[C:13]([C:14]=1[CH2:15][CH2:16][CH2:17][NH:18][C:19]([O:21][C:22]([CH3:25])([CH3:24])[CH3:23])=[O:20])=[CH:12][C:11]([NH:26][C:32]([NH2:31])=[O:33])=[CH:10][CH:9]=2)=[O:5])[CH3:2]. (4) Given the reactants [Cl:1][C:2]1[CH:3]=[C:4]([NH:9][C:10]2[N:15]=[C:14]([NH:16][CH2:17][C:18]3[N:22](C(OC(C)(C)C)=O)[C:21]4[CH:30]=[CH:31][CH:32]=[CH:33][C:20]=4[N:19]=3)[C:13]([C:34]3[CH:35]=[N:36][CH:37]=[C:38]([C:40]([O:42][CH2:43][CH3:44])=[O:41])[CH:39]=3)=[CH:12][N:11]=2)[CH:5]=[CH:6][C:7]=1[F:8].Cl, predict the reaction product. The product is: [ClH:1].[NH:19]1[C:20]2[CH:33]=[CH:32][CH:31]=[CH:30][C:21]=2[N:22]=[C:18]1[CH2:17][NH:16][C:14]1[C:13]([C:34]2[CH:39]=[C:38]([C:40]([O:42][CH2:43][CH3:44])=[O:41])[CH:37]=[N:36][CH:35]=2)=[CH:12][N:11]=[C:10]([NH:9][C:4]2[CH:5]=[CH:6][C:7]([F:8])=[C:2]([Cl:1])[CH:3]=2)[N:15]=1. (5) Given the reactants [H-].[Na+].[NH:3]1[CH:7]=[CH:6][N:5]=[C:4]1[CH:8]1[CH2:13][CH2:12][N:11]([C:14]([O:16][C:17]([CH3:20])([CH3:19])[CH3:18])=[O:15])[CH2:10][CH2:9]1.[CH3:21]I, predict the reaction product. The product is: [CH3:21][N:3]1[CH:7]=[CH:6][N:5]=[C:4]1[CH:8]1[CH2:9][CH2:10][N:11]([C:14]([O:16][C:17]([CH3:20])([CH3:19])[CH3:18])=[O:15])[CH2:12][CH2:13]1.